Predict the reaction yield, written as a fraction of the theoretical maximum amount of product (1.0 means a 100% yield; for example, 0.34 means a 34% yield). From a dataset of Reaction yield outcomes from USPTO patents with 853,638 reactions. (1) The reactants are [OH:1][N:2]1[C:7]([CH3:9])([CH3:8])[CH2:6][CH2:5][CH2:4][C:3]1([CH3:11])[CH3:10].N(O[C:15]([CH3:18])([CH3:17])[CH3:16])=O.N[C:20]1[CH:34]=[CH:33][C:23]([C:24]([C:26]2[CH:31]=[CH:30][C:29](N)=[CH:28][CH:27]=2)=[O:25])=[CH:22][CH:21]=1. The catalyst is N1C=CC=CC=1. The product is [CH3:10][C:3]1([CH3:11])[CH2:4][CH2:5][CH2:6][C:7]([CH3:9])([CH3:8])[N:2]1[O:1][C:20]1[CH:34]=[CH:33][C:23]([C:24]([C:26]2[CH:31]=[CH:30][C:29]([O:1][N:2]3[C:3]([CH3:11])([CH3:10])[CH2:4][CH2:5][CH2:18][C:15]3([CH3:16])[CH3:17])=[CH:28][CH:27]=2)=[O:25])=[CH:22][CH:21]=1. The yield is 0.0917. (2) The reactants are N1(CCS(C2C=CC3N=C(NC([NH:20][C:21](=[O:29])[C:22]4[CH:27]=[CH:26][CH:25]=[CH:24][C:23]=4[Cl:28])=O)SC=3C=2)(=O)=O)CCC1.[NH:32]1[CH:36]=[CH:35][N:34]=[N:33]1.ClC1C=CC(F)=CC=1C(N)=O. No catalyst specified. The product is [Cl:28][C:23]1[CH:24]=[CH:25][C:26]([N:32]2[CH:36]=[CH:35][N:34]=[N:33]2)=[CH:27][C:22]=1[C:21]([NH2:20])=[O:29]. The yield is 0.0300. (3) The reactants are [Cl-].O[NH3+:3].[C:4](=[O:7])([O-])[OH:5].[Na+].CS(C)=O.[O:13]1[C:17]2([CH2:22][CH2:21][N:20]([C:23]3[CH:28]=[CH:27][C:26]([N:29]4[C:34](=[O:35])[C:33]([CH2:36][C:37]5[CH:42]=[CH:41][C:40]([C:43]6[C:44]([C:49]#[N:50])=[CH:45][CH:46]=[CH:47][CH:48]=6)=[CH:39][CH:38]=5)=[C:32]([CH2:51][CH2:52][CH3:53])[N:31]=[C:30]4[CH2:54][CH3:55])=[CH:25][CH:24]=3)[CH2:19][CH2:18]2)[O:16][CH2:15][CH2:14]1. The catalyst is O. The product is [O:13]1[C:17]2([CH2:22][CH2:21][N:20]([C:23]3[CH:24]=[CH:25][C:26]([N:29]4[C:34](=[O:35])[C:33]([CH2:36][C:37]5[CH:42]=[CH:41][C:40]([C:43]6[CH:48]=[CH:47][CH:46]=[CH:45][C:44]=6[C:49]6[NH:3][C:4](=[O:7])[O:5][N:50]=6)=[CH:39][CH:38]=5)=[C:32]([CH2:51][CH2:52][CH3:53])[N:31]=[C:30]4[CH2:54][CH3:55])=[CH:27][CH:28]=3)[CH2:19][CH2:18]2)[O:16][CH2:15][CH2:14]1. The yield is 0.380. (4) The reactants are [OH:1][C:2]([C:35]1[S:36][CH:37]=[CH:38][CH:39]=1)([C:30]1[S:31][CH:32]=[CH:33][CH:34]=1)[C:3]([O:5][C@H:6]1[CH2:11][CH2:10][C@H:9]([N:12]([CH2:14][CH2:15][CH2:16][C:17]2[O:21][N:20]=[C:19]([C:22]3[CH:27]=[CH:26][C:25]([CH2:28][OH:29])=[CH:24][CH:23]=3)[N:18]=2)[CH3:13])[CH2:8][CH2:7]1)=[O:4]. The catalyst is C(Cl)(Cl)Cl.[O-2].[Mn+2]. The product is [OH:1][C:2]([C:30]1[S:31][CH:32]=[CH:33][CH:34]=1)([C:35]1[S:36][CH:37]=[CH:38][CH:39]=1)[C:3]([O:5][C@H:6]1[CH2:7][CH2:8][C@H:9]([N:12]([CH2:14][CH2:15][CH2:16][C:17]2[O:21][N:20]=[C:19]([C:22]3[CH:27]=[CH:26][C:25]([CH:28]=[O:29])=[CH:24][CH:23]=3)[N:18]=2)[CH3:13])[CH2:10][CH2:11]1)=[O:4]. The yield is 0.980. (5) The product is [OH:2][C:3]1[C:8]2[NH:9][C:10]([C:12]3[S:13][CH:14]=[CH:15][CH:16]=3)=[N:11][C:7]=2[C:6]([C:17]([NH:19][C@@H:20]2[CH2:25][CH2:24][CH2:23][NH:22][CH2:21]2)=[O:18])=[CH:5][CH:4]=1. The reactants are C[O:2][C:3]1[C:8]2[NH:9][C:10]([C:12]3[S:13][CH:14]=[CH:15][CH:16]=3)=[N:11][C:7]=2[C:6]([C:17]([NH:19][C@@H:20]2[CH2:25][CH2:24][CH2:23][N:22](C(OC(C)(C)C)=O)[CH2:21]2)=[O:18])=[CH:5][CH:4]=1.B(Br)(Br)Br. No catalyst specified. The yield is 0.160.